This data is from Full USPTO retrosynthesis dataset with 1.9M reactions from patents (1976-2016). The task is: Predict the reactants needed to synthesize the given product. (1) Given the product [C:17]([O:16][C:15]([N:14]=[C:12]1[N:11]([CH2:2][C:3]([OH:5])=[O:4])[N:10]=[C:9]([CH2:8][O:7][CH3:6])[S:13]1)=[O:21])([CH3:20])([CH3:19])[CH3:18], predict the reactants needed to synthesize it. The reactants are: I[CH2:2][C:3]([OH:5])=[O:4].[CH3:6][O:7][CH2:8][C:9]1[S:13][C:12]([NH:14][C:15](=[O:21])[O:16][C:17]([CH3:20])([CH3:19])[CH3:18])=[N:11][N:10]=1.[H-].[Na+]. (2) Given the product [O:44]=[C:36]1[NH:37][C:38]2=[N:39][CH:40]=[CH:41][CH:42]=[C:43]2[N:35]1[CH:32]1[CH2:31][CH2:30][N:29]([C:27]([O:21][C@H:17]2[C:12]3=[N:13][CH:14]=[CH:15][CH:16]=[C:11]3[CH2:10][C@H:9]([C:3]3[CH:4]=[CH:5][CH:6]=[C:7]([F:8])[C:2]=3[F:1])[CH2:19][C@H:18]2[OH:20])=[O:28])[CH2:34][CH2:33]1, predict the reactants needed to synthesize it. The reactants are: [F:1][C:2]1[C:7]([F:8])=[CH:6][CH:5]=[CH:4][C:3]=1[C@@H:9]1[CH2:19][C@@H:18]([OH:20])[C@@H:17]([OH:21])[C:12]2=[N:13][CH:14]=[CH:15][CH:16]=[C:11]2[CH2:10]1.N1([C:27]([N:29]2[CH2:34][CH2:33][CH:32]([N:35]3[C:43]4[C:38](=[N:39][CH:40]=[CH:41][CH:42]=4)[NH:37][C:36]3=[O:44])[CH2:31][CH2:30]2)=[O:28])C=CN=C1.CC(C)([O-])C.[K+]. (3) The reactants are: [N:1]1[C:10]2[C:5](=[CH:6][CH:7]=[CH:8][CH:9]=2)[CH:4]=[CH:3][C:2]=1[CH2:11][O:12][C:13]1[CH:18]=[CH:17][C:16]([CH2:19][C:20]([OH:22])=[O:21])=[CH:15][CH:14]=1.CCN(CC)CC.Br[CH2:31][C:32]([C:34]1[CH:39]=[CH:38][C:37]([O:40][CH3:41])=[C:36]([Cl:42])[CH:35]=1)=[O:33]. Given the product [N:1]1[C:10]2[C:5](=[CH:6][CH:7]=[CH:8][CH:9]=2)[CH:4]=[CH:3][C:2]=1[CH2:11][O:12][C:13]1[CH:14]=[CH:15][C:16]([CH2:19][C:20]([O:22][CH2:31][C:32]([C:34]2[CH:39]=[CH:38][C:37]([O:40][CH3:41])=[C:36]([Cl:42])[CH:35]=2)=[O:33])=[O:21])=[CH:17][CH:18]=1, predict the reactants needed to synthesize it. (4) Given the product [CH:1]([C:4]1[CH:5]=[CH:6][C:7]2[C:12]([NH:13][C:14]3[CH:15]=[C:16]([CH:20]=[CH:21][C:22]=3[S:23][C:24]3[CH:29]=[CH:28][C:27]([O:30][CH3:31])=[CH:26][CH:25]=3)[C:17]([NH:38][C:37]3[CH:39]=[CH:40][CH:41]=[C:35]([C:34]([F:33])([F:42])[F:43])[CH:36]=3)=[O:18])=[N:11][CH:10]=[N:9][C:8]=2[N:32]=1)([CH3:3])[CH3:2], predict the reactants needed to synthesize it. The reactants are: [CH:1]([C:4]1[CH:5]=[CH:6][C:7]2[C:12]([NH:13][C:14]3[CH:15]=[C:16]([CH:20]=[CH:21][C:22]=3[S:23][C:24]3[CH:29]=[CH:28][C:27]([O:30][CH3:31])=[CH:26][CH:25]=3)[C:17](Cl)=[O:18])=[N:11][CH:10]=[N:9][C:8]=2[N:32]=1)([CH3:3])[CH3:2].[F:33][C:34]([F:43])([F:42])[C:35]1[CH:36]=[C:37]([CH:39]=[CH:40][CH:41]=1)[NH2:38].NC1C=C(O)C(C)=CC=1. (5) Given the product [Cl:1][C:2]1[C:7]([O:8][CH2:15][C:12]2[CH:13]=[CH:14][N:9]=[CH:10][CH:11]=2)=[CH:6][CH:5]=[CH:4][N:3]=1, predict the reactants needed to synthesize it. The reactants are: [Cl:1][C:2]1[C:7]([OH:8])=[CH:6][CH:5]=[CH:4][N:3]=1.[N:9]1[CH:14]=[CH:13][C:12]([CH2:15]O)=[CH:11][CH:10]=1.C1(P(C2C=CC=CC=2)C2C=CC=CC=2)C=CC=CC=1.CC(OC(/N=N/C(OC(C)C)=O)=O)C. (6) Given the product [Si:1]([O:8][CH2:9][C:10]1[N:11]([CH3:22])[C:12]2[C:17]([CH:18]=1)=[CH:16][C:15]([CH:19]=[O:20])=[C:14]([CH:23]=[CH2:24])[CH:13]=2)([C:4]([CH3:7])([CH3:6])[CH3:5])([CH3:3])[CH3:2], predict the reactants needed to synthesize it. The reactants are: [Si:1]([O:8][CH2:9][C:10]1[N:11]([CH3:22])[C:12]2[C:17]([CH:18]=1)=[CH:16][C:15]([CH:19]=[O:20])=[C:14](Cl)[CH:13]=2)([C:4]([CH3:7])([CH3:6])[CH3:5])([CH3:3])[CH3:2].[CH:23]([B-](F)(F)F)=[CH2:24].[K+].C([O-])([O-])=O.[K+].[K+].O1CCOCC1. (7) Given the product [NH2:9][CH2:10][C:11]1[NH:1][C:2]2[CH:8]=[CH:7][CH:6]=[CH:5][C:3]=2[N:4]=1, predict the reactants needed to synthesize it. The reactants are: [NH2:1][C:2]1[CH:8]=[CH:7][CH:6]=[CH:5][C:3]=1[NH2:4].[NH2:9][CH2:10][C:11](O)=O.